Regression. Given a peptide amino acid sequence and an MHC pseudo amino acid sequence, predict their binding affinity value. This is MHC class I binding data. From a dataset of Peptide-MHC class I binding affinity with 185,985 pairs from IEDB/IMGT. (1) The peptide sequence is AFNDDGIYIR. The MHC is HLA-A11:01 with pseudo-sequence HLA-A11:01. The binding affinity (normalized) is 0.0938. (2) The peptide sequence is FMFSTVATI. The MHC is HLA-A02:06 with pseudo-sequence HLA-A02:06. The binding affinity (normalized) is 0.473. (3) The MHC is HLA-B44:02 with pseudo-sequence HLA-B44:02. The peptide sequence is EEMFKKRNL. The binding affinity (normalized) is 0.636. (4) The peptide sequence is AVDPAKAYK. The MHC is HLA-A69:01 with pseudo-sequence HLA-A69:01. The binding affinity (normalized) is 0.0847. (5) The peptide sequence is AYGSRFHEW. The MHC is HLA-A24:03 with pseudo-sequence HLA-A24:03. The binding affinity (normalized) is 0.940. (6) The peptide sequence is KRYIYKVLP. The MHC is Mamu-B03 with pseudo-sequence Mamu-B03. The binding affinity (normalized) is 0.782. (7) The peptide sequence is VMNIERQDY. The MHC is HLA-A11:01 with pseudo-sequence HLA-A11:01. The binding affinity (normalized) is 0.194. (8) The peptide sequence is QTDNDIWFW. The MHC is HLA-A25:01 with pseudo-sequence HLA-A25:01. The binding affinity (normalized) is 0.0847.